This data is from NCI-60 drug combinations with 297,098 pairs across 59 cell lines. The task is: Regression. Given two drug SMILES strings and cell line genomic features, predict the synergy score measuring deviation from expected non-interaction effect. (1) Drug 1: C1=NC(=NC(=O)N1C2C(C(C(O2)CO)O)O)N. Drug 2: CC(C)(C#N)C1=CC(=CC(=C1)CN2C=NC=N2)C(C)(C)C#N. Cell line: MCF7. Synergy scores: CSS=4.01, Synergy_ZIP=-2.01, Synergy_Bliss=-1.37, Synergy_Loewe=-0.274, Synergy_HSA=-0.0847. (2) Drug 1: C1=CC(=CC=C1C#N)C(C2=CC=C(C=C2)C#N)N3C=NC=N3. Drug 2: CC1=C(C(CCC1)(C)C)C=CC(=CC=CC(=CC(=O)O)C)C. Cell line: PC-3. Synergy scores: CSS=-4.91, Synergy_ZIP=1.67, Synergy_Bliss=0.0807, Synergy_Loewe=-3.32, Synergy_HSA=-2.86. (3) Drug 1: C1=CC(=CC=C1C#N)C(C2=CC=C(C=C2)C#N)N3C=NC=N3. Drug 2: CC(C)NC(=O)C1=CC=C(C=C1)CNNC.Cl. Cell line: EKVX. Synergy scores: CSS=0.218, Synergy_ZIP=0.584, Synergy_Bliss=-1.75, Synergy_Loewe=0.302, Synergy_HSA=-3.03. (4) Drug 1: CC1=C2C(C(=O)C3(C(CC4C(C3C(C(C2(C)C)(CC1OC(=O)C(C(C5=CC=CC=C5)NC(=O)C6=CC=CC=C6)O)O)OC(=O)C7=CC=CC=C7)(CO4)OC(=O)C)O)C)OC(=O)C. Drug 2: C(CC(=O)O)C(=O)CN.Cl. Cell line: 786-0. Synergy scores: CSS=38.5, Synergy_ZIP=-9.67, Synergy_Bliss=-0.113, Synergy_Loewe=-14.2, Synergy_HSA=0.331. (5) Drug 1: CC1=CC=C(C=C1)C2=CC(=NN2C3=CC=C(C=C3)S(=O)(=O)N)C(F)(F)F. Drug 2: C1=CN(C(=O)N=C1N)C2C(C(C(O2)CO)O)O.Cl. Cell line: OVCAR-4. Synergy scores: CSS=4.65, Synergy_ZIP=-1.73, Synergy_Bliss=-1.15, Synergy_Loewe=-0.835, Synergy_HSA=-0.683.